Dataset: Full USPTO retrosynthesis dataset with 1.9M reactions from patents (1976-2016). Task: Predict the reactants needed to synthesize the given product. (1) Given the product [F:80][C:81]1[CH:87]=[CH:86][CH:85]=[CH:84][C:82]=1[NH:83][C:23]([C:18]1[NH:19][C:20]2[C:16]([CH:17]=1)=[CH:15][C:14]([C:12]([N:9]1[CH2:8][CH2:7][N:6]([CH:1]3[CH2:2][CH2:3][CH2:4][CH2:5]3)[CH2:11][CH2:10]1)=[O:13])=[CH:22][CH:21]=2)=[O:24], predict the reactants needed to synthesize it. The reactants are: [CH:1]1([N:6]2[CH2:11][CH2:10][N:9]([C:12]([C:14]3[CH:15]=[C:16]4[C:20](=[CH:21][CH:22]=3)[NH:19][C:18]([C:23](O)=[O:24])=[CH:17]4)=[O:13])[CH2:8][CH2:7]2)[CH2:5][CH2:4][CH2:3][CH2:2]1.C1(N2CCN(C(C3C=C4C(=CC=3)NC(C(N3CCS(=O)(=O)CC3)=O)=C4)=O)CC2)CCCC1.F[B-](F)(F)F.N1(OC(N(C)C)=[N+](C)C)C2C=CC=CC=2N=N1.[F:80][C:81]1[CH:87]=[CH:86][CH:85]=[CH:84][C:82]=1[NH2:83].C(N(CC)C(C)C)(C)C. (2) Given the product [F:41][C:42]1[CH:50]=[C:49]2[C:45]([C:46]([C:60]3[CH:61]=[N:62][N:63]([CH:65]4[CH2:70][CH2:69][N:68]([C:4](=[O:6])[CH2:3][CH2:2][OH:1])[CH2:67][CH2:66]4)[CH:64]=3)=[CH:47][N:48]2[S:51]([C:54]2[CH:55]=[CH:56][CH:57]=[CH:58][CH:59]=2)(=[O:52])=[O:53])=[CH:44][CH:43]=1, predict the reactants needed to synthesize it. The reactants are: [OH:1][CH2:2][CH2:3][C:4]([OH:6])=O.CN(C(ON1N=NC2C=CC=NC1=2)=[N+](C)C)C.F[P-](F)(F)(F)(F)F.CCN(C(C)C)C(C)C.Cl.[F:41][C:42]1[CH:50]=[C:49]2[C:45]([C:46]([C:60]3[CH:61]=[N:62][N:63]([CH:65]4[CH2:70][CH2:69][NH:68][CH2:67][CH2:66]4)[CH:64]=3)=[CH:47][N:48]2[S:51]([C:54]2[CH:59]=[CH:58][CH:57]=[CH:56][CH:55]=2)(=[O:53])=[O:52])=[CH:44][CH:43]=1. (3) Given the product [Cl:17][C:18]1[CH:19]=[C:20]([C:25]2[NH:26][CH:27]=[C:28]([C:36]3[CH2:37][CH2:38][N:39]([CH2:4][CH:3]([CH2:1][CH3:2])[C:6]4[CH:11]=[CH:10][C:9]([S:12](=[O:16])(=[O:15])[NH:13][CH3:14])=[CH:8][CH:7]=4)[CH2:40][CH:41]=3)[C:29]=2[C:30]2[CH:31]=[CH:32][N:33]=[CH:34][CH:35]=2)[CH:21]=[CH:22][C:23]=1[F:24].[ClH:42].[Cl:17][C:18]1[CH:19]=[C:20]([C:25]2[NH:26][CH:27]=[C:28]([C:36]3[CH2:37][CH2:38][N:39]([CH2:4][CH:3]([CH2:1][CH3:2])[C:6]4[CH:11]=[CH:10][C:9]([S:12](=[O:16])(=[O:15])[NH:13][CH3:14])=[CH:8][CH:7]=4)[CH2:40][CH:41]=3)[C:29]=2[C:30]2[CH:31]=[CH:32][N:33]=[CH:34][CH:35]=2)[CH:21]=[CH:22][C:23]=1[F:24], predict the reactants needed to synthesize it. The reactants are: [CH2:1]([CH:3]([C:6]1[CH:11]=[CH:10][C:9]([S:12](=[O:16])(=[O:15])[NH:13][CH3:14])=[CH:8][CH:7]=1)[CH:4]=O)[CH3:2].[Cl:17][C:18]1[CH:19]=[C:20]([C:25]2[NH:26][CH:27]=[C:28]([C:36]3[CH2:37][CH2:38][NH:39][CH2:40][CH:41]=3)[C:29]=2[C:30]2[CH:35]=[CH:34][N:33]=[CH:32][CH:31]=2)[CH:21]=[CH:22][C:23]=1[F:24].[ClH:42]. (4) Given the product [Cl:1][C:2]1[CH:3]=[CH:4][C:5]2[N:11]3[CH:12]=[CH:13][CH:14]=[C:10]3[C@@H:9]([CH2:15][CH2:16][N:17]3[CH:21]=[C:20]([C:22]([CH3:28])([CH3:29])[C:23]([OH:25])=[O:24])[N:19]=[CH:18]3)[O:8][C@H:7]([C:30]3[CH:35]=[CH:34][CH:33]=[C:32]([O:36][CH3:37])[C:31]=3[O:38][CH3:39])[C:6]=2[CH:40]=1, predict the reactants needed to synthesize it. The reactants are: [Cl:1][C:2]1[CH:3]=[CH:4][C:5]2[N:11]3[CH:12]=[CH:13][CH:14]=[C:10]3[C@@H:9]([CH2:15][CH2:16][N:17]3[CH:21]=[C:20]([C:22]([CH3:29])([CH3:28])[C:23]([O:25]CC)=[O:24])[N:19]=[CH:18]3)[O:8][C@H:7]([C:30]3[CH:35]=[CH:34][CH:33]=[C:32]([O:36][CH3:37])[C:31]=3[O:38][CH3:39])[C:6]=2[CH:40]=1.O1CCCC1.[OH-].[Na+].C(O)(=O)CC(CC(O)=O)(C(O)=O)O. (5) Given the product [O:1]1[C:5]2[CH:6]=[CH:7][C:8]([S:10]([Cl:13])(=[O:11])=[O:17])=[CH:9][C:4]=2[CH2:3][CH2:2]1, predict the reactants needed to synthesize it. The reactants are: [O:1]1[C:5]2[CH:6]=[CH:7][CH:8]=[CH:9][C:4]=2[CH2:3][CH2:2]1.[S:10]([Cl:13])(Cl)=[O:11].C(Cl)Cl.[OH2:17]. (6) The reactants are: [O:1]1[C:5]2[CH:6]=[CH:7][CH:8]=[CH:9][C:4]=2[CH:3]=[C:2]1[C:10]([CH:12]1[CH2:17][CH2:16][CH2:15][CH2:14][N:13]1C(OC(C)(C)C)=O)=[O:11]. Given the product [O:1]1[C:5]2[CH:6]=[CH:7][CH:8]=[CH:9][C:4]=2[CH:3]=[C:2]1[C:10]([CH:12]1[CH2:17][CH2:16][CH2:15][CH2:14][NH:13]1)=[O:11], predict the reactants needed to synthesize it. (7) Given the product [S:20]([O:11][CH2:10][CH2:9][CH2:8][C:5]1[CH:6]=[CH:7][C:2]([CH3:1])=[CH:3][CH:4]=1)(=[O:22])(=[O:21])[CH3:19], predict the reactants needed to synthesize it. The reactants are: [CH3:1][C:2]1[CH:7]=[CH:6][C:5]([CH2:8][CH2:9][CH2:10][OH:11])=[CH:4][CH:3]=1.C(N(CC)CC)C.[CH3:19][S:20](Cl)(=[O:22])=[O:21]. (8) Given the product [CH:26]([N:13]([S:14]([C:17]1[S:18][CH:19]=[CH:20][CH:21]=1)(=[O:15])=[O:16])[C:11]1[CH:10]=[CH:9][CH:8]=[C:7]2[C:12]=1[NH:4][C:5]([C:22]([NH2:24])=[O:23])=[CH:6]2)([CH3:28])[CH3:27], predict the reactants needed to synthesize it. The reactants are: COC[N:4]1[C:12]2[C:7](=[CH:8][CH:9]=[CH:10][C:11]=2[NH:13][S:14]([C:17]2[S:18][CH:19]=[CH:20][CH:21]=2)(=[O:16])=[O:15])[CH:6]=[C:5]1[C:22]([NH2:24])=[O:23].I[CH:26]([CH3:28])[CH3:27].C(=O)([O-])[O-].[K+].[K+].O.O.C(O)(=O)C(O)=O.